From a dataset of Peptide-MHC class I binding affinity with 185,985 pairs from IEDB/IMGT. Regression. Given a peptide amino acid sequence and an MHC pseudo amino acid sequence, predict their binding affinity value. This is MHC class I binding data. (1) The peptide sequence is KMKEIAEAY. The MHC is HLA-A02:07 with pseudo-sequence HLA-A02:07. The binding affinity (normalized) is 0. (2) The peptide sequence is STGPQLAKR. The MHC is HLA-A31:01 with pseudo-sequence HLA-A31:01. The binding affinity (normalized) is 0.600.